Dataset: Reaction yield outcomes from USPTO patents with 853,638 reactions. Task: Predict the reaction yield, written as a fraction of the theoretical maximum amount of product (1.0 means a 100% yield; for example, 0.34 means a 34% yield). The reactants are [CH:1]1([CH:6]=[C:7]([C:22]2[NH:30][C:25]3=[N:26][CH:27]=[CH:28][CH:29]=[C:24]3[CH:23]=2)[C:8]2[CH:13]=[CH:12][C:11]([S:14]([CH2:17][CH2:18][O:19][CH2:20][CH3:21])(=[O:16])=[O:15])=[CH:10][CH:9]=2)[CH2:5][CH2:4][CH2:3][CH2:2]1. The catalyst is [Pd].CO. The product is [CH:1]1([CH2:6][CH:7]([C:22]2[NH:30][C:25]3=[N:26][CH:27]=[CH:28][CH:29]=[C:24]3[CH:23]=2)[C:8]2[CH:13]=[CH:12][C:11]([S:14]([CH2:17][CH2:18][O:19][CH2:20][CH3:21])(=[O:15])=[O:16])=[CH:10][CH:9]=2)[CH2:5][CH2:4][CH2:3][CH2:2]1. The yield is 0.750.